From a dataset of Full USPTO retrosynthesis dataset with 1.9M reactions from patents (1976-2016). Predict the reactants needed to synthesize the given product. (1) Given the product [CH3:1][O:2][C:3]([C:5]1[N:6]=[C:7]2[C:12]([NH:13][C:14](=[O:16])[CH3:15])=[CH:11][C:10]([C:22]3[CH:23]=[CH:24][O:20][CH:21]=3)=[CH:9][N:8]2[C:18]=1[Cl:19])=[O:4], predict the reactants needed to synthesize it. The reactants are: [CH3:1][O:2][C:3]([C:5]1[N:6]=[C:7]2[C:12]([NH:13][C:14](=[O:16])[CH3:15])=[CH:11][C:10](Br)=[CH:9][N:8]2[C:18]=1[Cl:19])=[O:4].[O:20]1[CH:24]=[CH:23][C:22](B(O)O)=[CH:21]1. (2) Given the product [NH2:16][CH2:15][C:2]1([NH2:1])[CH2:7][CH2:6][CH2:5][N:4]([CH2:8][C:9]2[CH:14]=[CH:13][CH:12]=[CH:11][CH:10]=2)[CH2:3]1, predict the reactants needed to synthesize it. The reactants are: [NH2:1][C:2]1([C:15]#[N:16])[CH2:7][CH2:6][CH2:5][N:4]([CH2:8][C:9]2[CH:14]=[CH:13][CH:12]=[CH:11][CH:10]=2)[CH2:3]1.[H-].C([Al+]CC(C)C)C(C)C.C(Cl)Cl.CO.[NH4+].[OH-]. (3) The reactants are: [Br:1][CH2:2][CH2:3][CH2:4][CH2:5][CH2:6][C:7]1[CH:12]=[CH:11][C:10]([C:13]2[CH:18]=[CH:17][CH:16]=[CH:15][CH:14]=2)=[CH:9][CH:8]=1.[N:19]1[C:28]2[C:23](=[CH:24][CH:25]=[CH:26][CH:27]=2)[CH:22]=[CH:21][CH:20]=1. Given the product [Br-:1].[C:10]1([C:13]2[CH:18]=[CH:17][CH:16]=[CH:15][CH:14]=2)[CH:11]=[CH:12][C:7]([CH2:6][CH2:5][CH2:4][CH2:3][CH2:2][N+:19]2[C:28]3[C:23](=[CH:24][CH:25]=[CH:26][CH:27]=3)[CH:22]=[CH:21][CH:20]=2)=[CH:8][CH:9]=1, predict the reactants needed to synthesize it. (4) Given the product [N:32]1[CH:33]=[CH:34][CH:35]=[CH:36][C:31]=1[CH2:29][CH2:30][N:1]1[C:9]2[C:4](=[CH:5][C:6]([NH:10][C:11]([C:13]3[C:14]([C:19]4[CH:20]=[CH:21][C:22]([C:25]([F:26])([F:27])[F:28])=[CH:23][CH:24]=4)=[CH:15][CH:16]=[CH:17][CH:18]=3)=[O:12])=[CH:7][CH:8]=2)[CH2:3][CH2:2]1, predict the reactants needed to synthesize it. The reactants are: [NH:1]1[C:9]2[C:4](=[CH:5][C:6]([NH:10][C:11]([C:13]3[C:14]([C:19]4[CH:24]=[CH:23][C:22]([C:25]([F:28])([F:27])[F:26])=[CH:21][CH:20]=4)=[CH:15][CH:16]=[CH:17][CH:18]=3)=[O:12])=[CH:7][CH:8]=2)[CH2:3][CH2:2]1.[CH:29]([C:31]1[CH:36]=[CH:35][CH:34]=[CH:33][N:32]=1)=[CH2:30].C(O)(=O)C.C(=O)([O-])[O-].[K+].[K+]. (5) Given the product [CH2:11]([C:2]1[N:7]=[CH:6][C:5]([C:8](=[O:10])[CH3:9])=[CH:4][CH:3]=1)[CH3:12], predict the reactants needed to synthesize it. The reactants are: Cl[C:2]1[N:7]=[CH:6][C:5]([C:8](=[O:10])[CH3:9])=[CH:4][CH:3]=1.[CH2:11]([Zn]CC)[CH3:12].CCCCCC.CN(CCO)C. (6) Given the product [CH3:48][C:47]1[CH:49]=[CH:50][C:44]([S:41]([O:27][CH2:26][CH2:25][O:24][C:20]2[N:19]3[C:28]([NH:29][C:30]4[CH:39]=[CH:38][C:33]5[O:34][CH2:35][CH2:36][O:37][C:32]=5[CH:31]=4)=[C:16]([C:12]4[C:11]([CH3:40])=[CH:10][C:9]([O:8][Si:1]([C:4]([CH3:5])([CH3:6])[CH3:7])([CH3:2])[CH3:3])=[CH:14][C:13]=4[CH3:15])[N:17]=[C:18]3[CH:23]=[CH:22][CH:21]=2)(=[O:43])=[O:42])=[CH:45][CH:46]=1, predict the reactants needed to synthesize it. The reactants are: [Si:1]([O:8][C:9]1[CH:14]=[C:13]([CH3:15])[C:12]([C:16]2[N:17]=[C:18]3[CH:23]=[CH:22][CH:21]=[C:20]([O:24][CH2:25][CH2:26][OH:27])[N:19]3[C:28]=2[NH:29][C:30]2[CH:39]=[CH:38][C:33]3[O:34][CH2:35][CH2:36][O:37][C:32]=3[CH:31]=2)=[C:11]([CH3:40])[CH:10]=1)([C:4]([CH3:7])([CH3:6])[CH3:5])([CH3:3])[CH3:2].[S:41](Cl)([C:44]1[CH:50]=[CH:49][C:47]([CH3:48])=[CH:46][CH:45]=1)(=[O:43])=[O:42].